Task: Predict the product of the given reaction.. Dataset: Forward reaction prediction with 1.9M reactions from USPTO patents (1976-2016) The product is: [F:1][C:2]([F:7])([F:6])[C:3]([OH:5])=[O:4].[C:10]([N:42]1[CH2:43][CH2:44][CH2:45][C@@H:40]([CH2:39][C:38]([NH:37][C:29]2[CH:30]=[CH:31][C:32]3[NH:33][C:34]4[N:35]=[C:19]([NH:20][C:21]5[CH:22]=[CH:23][CH:24]=[C:25]([CH:47]=5)[CH2:26][CH2:27][C:28]=2[CH:36]=3)[N:18]=[CH:17][C:16]=4[Cl:15])=[O:46])[CH2:41]1)(=[O:11])[CH3:9]. Given the reactants [F:1][C:2]([F:7])([F:6])[C:3]([OH:5])=[O:4].F[C:9](F)(F)[C:10](O)=[O:11].[Cl:15][C:16]1[CH:17]=[N:18][C:19]2[NH:20][C:21]3[CH:22]=[CH:23][CH:24]=[C:25]([CH:47]=3)[CH2:26][CH2:27][C:28]3[CH:36]=[C:32]([NH:33][C:34]=1[N:35]=2)[CH:31]=[CH:30][C:29]=3[NH:37][C:38](=[O:46])[CH2:39][C@@H:40]1[CH2:45][CH2:44][CH2:43][NH:42][CH2:41]1.C(Cl)(=O)C, predict the reaction product.